From a dataset of Tox21: 12 toxicity assays (nuclear receptors and stress response pathways). Binary classification across 12 toxicity assays. The molecule is O=C(OCCc1ccccc1)c1ccccc1. It tested positive (active) for: NR-ER (Estrogen Receptor agonist activity), and SR-ATAD5 (ATAD5 genotoxicity (DNA damage)).